This data is from NCI-60 drug combinations with 297,098 pairs across 59 cell lines. The task is: Regression. Given two drug SMILES strings and cell line genomic features, predict the synergy score measuring deviation from expected non-interaction effect. (1) Drug 1: CN(C)N=NC1=C(NC=N1)C(=O)N. Drug 2: C1=NC2=C(N=C(N=C2N1C3C(C(C(O3)CO)O)O)F)N. Cell line: TK-10. Synergy scores: CSS=-5.98, Synergy_ZIP=-2.11, Synergy_Bliss=-8.36, Synergy_Loewe=-11.6, Synergy_HSA=-9.78. (2) Drug 1: C1=NC2=C(N=C(N=C2N1C3C(C(C(O3)CO)O)F)Cl)N. Drug 2: CCCCC(=O)OCC(=O)C1(CC(C2=C(C1)C(=C3C(=C2O)C(=O)C4=C(C3=O)C=CC=C4OC)O)OC5CC(C(C(O5)C)O)NC(=O)C(F)(F)F)O. Cell line: SNB-19. Synergy scores: CSS=32.3, Synergy_ZIP=2.79, Synergy_Bliss=4.41, Synergy_Loewe=0.756, Synergy_HSA=1.32. (3) Cell line: NCIH23. Drug 2: CS(=O)(=O)OCCCCOS(=O)(=O)C. Drug 1: CC=C1C(=O)NC(C(=O)OC2CC(=O)NC(C(=O)NC(CSSCCC=C2)C(=O)N1)C(C)C)C(C)C. Synergy scores: CSS=63.4, Synergy_ZIP=-3.94, Synergy_Bliss=-2.97, Synergy_Loewe=-5.51, Synergy_HSA=1.75.